Dataset: Full USPTO retrosynthesis dataset with 1.9M reactions from patents (1976-2016). Task: Predict the reactants needed to synthesize the given product. (1) Given the product [N+:48]([C:43]1[CH:44]=[CH:45][CH:46]=[CH:47][C:42]=1[C:11]1[CH:10]=[CH:9][C:8]2[N:7]([C:1]3[CH:2]=[CH:3][CH:4]=[CH:5][CH:6]=3)[C:19]3[CH:18]=[C:17]4[C:20]5[C:25]([C:26]6[CH:27]=[CH:28][CH:29]=[CH:30][C:31]=6[C:16]4=[CH:15][C:14]=3[C:13]=2[CH:12]=1)=[CH:24][CH:23]=[CH:22][CH:21]=5)([O-:50])=[O:49], predict the reactants needed to synthesize it. The reactants are: [C:1]1([N:7]2[C:19]3[CH:18]=[C:17]4[C:20]5[C:25]([C:26]6[CH:27]=[CH:28][CH:29]=[CH:30][C:31]=6[C:16]4=[CH:15][C:14]=3[C:13]3[CH:12]=[C:11](B4OC(C)(C)C(C)(C)O4)[CH:10]=[CH:9][C:8]2=3)=[CH:24][CH:23]=[CH:22][CH:21]=5)[CH:6]=[CH:5][CH:4]=[CH:3][CH:2]=1.Br[C:42]1[CH:47]=[CH:46][CH:45]=[CH:44][C:43]=1[N+:48]([O-:50])=[O:49].C([O-])([O-])=O.[Na+].[Na+].CCO. (2) Given the product [C:20]([C:24]1[CH:25]=[C:26]2[C:31](=[C:32]([F:34])[CH:33]=1)[C:30](=[O:35])[N:29]([C:36]1[C:44]([CH2:43][OH:42])=[C:40]([N:14]3[C:12]4=[N:13][C:8]([N:5]5[CH2:4][CH2:3][S:2](=[O:1])(=[O:19])[CH2:7][CH2:6]5)=[CH:9][CH:10]=[C:11]4[C:16]([C:17]#[N:18])=[CH:15]3)[CH:39]=[CH:38][CH:37]=1)[N:28]=[CH:27]2)([CH3:23])([CH3:21])[CH3:22], predict the reactants needed to synthesize it. The reactants are: [O:1]=[S:2]1(=[O:19])[CH2:7][CH2:6][N:5]([C:8]2[N:13]=[C:12]3[NH:14][CH:15]=[C:16]([C:17]#[N:18])[C:11]3=[CH:10][CH:9]=2)[CH2:4][CH2:3]1.[C:20]([C:24]1[CH:25]=[C:26]2[C:31](=[C:32]([F:34])[CH:33]=1)[C:30](=[O:35])[N:29]([C:36]1[C:44]3[CH2:43][O:42]B(O)[C:40]=3[CH:39]=[CH:38][CH:37]=1)[N:28]=[CH:27]2)([CH3:23])([CH3:22])[CH3:21].N1C=CC=CC=1.[NH4+].[Cl-].